Dataset: Catalyst prediction with 721,799 reactions and 888 catalyst types from USPTO. Task: Predict which catalyst facilitates the given reaction. (1) Reactant: FC(F)(F)C(O)=O.[C:8]([C:10]1[CH:11]=[CH:12][C:13]([C:16]([NH:18][C:19]2[CH:20]=[CH:21][C:22]([F:44])=[C:23]([C@:25]34[CH2:33][C@H:32]([O:34][CH3:35])[CH2:31][C@H:30]3[CH2:29][S:28][C:27]([NH:36]C(=O)OC(C)(C)C)=[N:26]4)[CH:24]=2)=[O:17])=[N:14][CH:15]=1)#[N:9].C(=O)(O)[O-].[Na+]. The catalyst class is: 4. Product: [NH2:36][C:27]1[S:28][CH2:29][C@@H:30]2[CH2:31][C@@H:32]([O:34][CH3:35])[CH2:33][C@:25]2([C:23]2[CH:24]=[C:19]([NH:18][C:16]([C:13]3[CH:12]=[CH:11][C:10]([C:8]#[N:9])=[CH:15][N:14]=3)=[O:17])[CH:20]=[CH:21][C:22]=2[F:44])[N:26]=1. (2) Reactant: Br[CH2:2][C:3]([C:5]1[CH:10]=[CH:9][CH:8]=[C:7]([O:11][CH2:12][CH2:13][CH2:14][Cl:15])[CH:6]=1)=O.[NH2:16][C:17]1[CH:22]=[C:21]([CH3:23])[CH:20]=[CH:19][N:18]=1. Product: [Cl:15][CH2:14][CH2:13][CH2:12][O:11][C:7]1[CH:6]=[C:5]([C:3]2[N:16]=[C:17]3[CH:22]=[C:21]([CH3:23])[CH:20]=[CH:19][N:18]3[CH:2]=2)[CH:10]=[CH:9][CH:8]=1. The catalyst class is: 8. (3) Reactant: Cl.[CH:2]1([NH:5][C:6]([NH:8][C:9]2[CH:14]=[CH:13][C:12]([C:15]3[N:16]=[C:17]([N:24]4[CH2:29][CH2:28][O:27][CH2:26][C@@H:25]4[CH3:30])[C:18]4[CH2:23][NH:22][CH2:21][C:19]=4[N:20]=3)=[C:11]([F:31])[CH:10]=2)=[O:7])[CH2:4][CH2:3]1.C(N(CC)CC)C.[CH3:39][C:40]([CH3:42])=O.C(O[BH-](OC(=O)C)OC(=O)C)(=O)C.[Na+]. Product: [CH:2]1([NH:5][C:6]([NH:8][C:9]2[CH:14]=[CH:13][C:12]([C:15]3[N:16]=[C:17]([N:24]4[CH2:29][CH2:28][O:27][CH2:26][C@@H:25]4[CH3:30])[C:18]4[CH2:23][N:22]([CH:40]([CH3:42])[CH3:39])[CH2:21][C:19]=4[N:20]=3)=[C:11]([F:31])[CH:10]=2)=[O:7])[CH2:3][CH2:4]1. The catalyst class is: 3. (4) Reactant: [Cl:1][C:2]1[CH:7]=[CH:6][C:5]([OH:8])=[CH:4][C:3]=1[CH3:9].[C:10](O)([CH3:13])([CH3:12])[CH3:11].S(=O)(=O)(O)O.ClCCl. Product: [C:10]([C:6]1[CH:7]=[C:2]([Cl:1])[C:3]([CH3:9])=[CH:4][C:5]=1[OH:8])([CH3:13])([CH3:12])[CH3:11]. The catalyst class is: 15. (5) Reactant: [CH2:1]([N:8]([CH2:10][CH:11]1[CH:16]2[CH2:17][CH:13]([CH2:14][CH2:15]2)[C:12]1([C:19]1[S:23][C:22]2[CH:24]=[C:25]([F:28])[CH:26]=[CH:27][C:21]=2[CH:20]=1)[OH:18])C)C1C=CC=CC=1.C1COCC1. Product: [F:28][C:25]1[CH:26]=[CH:27][C:21]2[CH:20]=[C:19]([C:12]3([OH:18])[CH:11]([CH2:10][NH:8][CH3:1])[CH:16]4[CH2:17][CH:13]3[CH2:14][CH2:15]4)[S:23][C:22]=2[CH:24]=1. The catalyst class is: 50. (6) Reactant: F[B-](F)(F)F.[H+].[F:7][C:8]1[C:9]([CH3:15])=[C:10]([CH:12]=[CH:13][CH:14]=1)[NH2:11].[N:16]([O-])=O.[Na+]. The catalyst class is: 6. Product: [F:7][C:8]1[CH:14]=[CH:13][CH:12]=[C:10]2[C:9]=1[CH:15]=[N:16][NH:11]2. (7) Reactant: [CH2:1]([O:3][C:4](=[O:42])[CH:5]([O:7][P:8]([CH2:17][C:18]([CH3:41])=[CH:19][CH2:20][C:21]1[C:22]([O:34]CC[Si](C)(C)C)=[C:23]2[C:27](=[C:28]([CH3:32])[C:29]=1[O:30][CH3:31])[CH2:26][O:25][C:24]2=[O:33])([O:10][C:11]1[CH:16]=[CH:15][CH:14]=[CH:13][CH:12]=1)=[O:9])[CH3:6])[CH3:2].C(O)(C(F)(F)F)=O. Product: [CH2:1]([O:3][C:4](=[O:42])[CH:5]([O:7][P:8]([CH2:17][C:18]([CH3:41])=[CH:19][CH2:20][C:21]1[C:22]([OH:34])=[C:23]2[C:27](=[C:28]([CH3:32])[C:29]=1[O:30][CH3:31])[CH2:26][O:25][C:24]2=[O:33])([O:10][C:11]1[CH:16]=[CH:15][CH:14]=[CH:13][CH:12]=1)=[O:9])[CH3:6])[CH3:2]. The catalyst class is: 2. (8) Reactant: [H-].[Na+].C(O[C:6](=O)[CH2:7][C:8]#[N:9])C.[Br:11][C:12]1[CH:17]=[C:16]([N+:18]([O-:20])=[O:19])[CH:15]=[CH:14]C=1F. Product: [Br:11][C:12]1[CH:17]=[C:16]([N+:18]([O-:20])=[O:19])[CH:15]=[CH:14][C:6]=1[CH2:7][C:8]#[N:9]. The catalyst class is: 12.